The task is: Regression. Given a peptide amino acid sequence and an MHC pseudo amino acid sequence, predict their binding affinity value. This is MHC class I binding data.. This data is from Peptide-MHC class I binding affinity with 185,985 pairs from IEDB/IMGT. (1) The peptide sequence is RQLTSNVDV. The MHC is HLA-A68:02 with pseudo-sequence HLA-A68:02. The binding affinity (normalized) is 0.0904. (2) The peptide sequence is RIRAANLPI. The MHC is HLA-B07:02 with pseudo-sequence HLA-B07:02. The binding affinity (normalized) is 0.686. (3) The peptide sequence is HIPEVCLKW. The MHC is HLA-B08:01 with pseudo-sequence HLA-B08:01. The binding affinity (normalized) is 0.0847. (4) The peptide sequence is KDLQKVCY. The MHC is Mamu-B01 with pseudo-sequence Mamu-B01. The binding affinity (normalized) is 0. (5) The peptide sequence is FRYNGLIHR. The MHC is HLA-B15:03 with pseudo-sequence HLA-B15:03. The binding affinity (normalized) is 0.199.